This data is from NCI-60 drug combinations with 297,098 pairs across 59 cell lines. The task is: Regression. Given two drug SMILES strings and cell line genomic features, predict the synergy score measuring deviation from expected non-interaction effect. (1) Drug 1: CC(C1=C(C=CC(=C1Cl)F)Cl)OC2=C(N=CC(=C2)C3=CN(N=C3)C4CCNCC4)N. Drug 2: CC(C)NC(=O)C1=CC=C(C=C1)CNNC.Cl. Cell line: CCRF-CEM. Synergy scores: CSS=40.8, Synergy_ZIP=2.90, Synergy_Bliss=-0.778, Synergy_Loewe=-30.9, Synergy_HSA=-6.81. (2) Drug 1: CCC1=CC2CC(C3=C(CN(C2)C1)C4=CC=CC=C4N3)(C5=C(C=C6C(=C5)C78CCN9C7C(C=CC9)(C(C(C8N6C)(C(=O)OC)O)OC(=O)C)CC)OC)C(=O)OC.C(C(C(=O)O)O)(C(=O)O)O. Synergy scores: CSS=19.4, Synergy_ZIP=-7.84, Synergy_Bliss=-17.9, Synergy_Loewe=-58.0, Synergy_HSA=-20.0. Cell line: MDA-MB-435. Drug 2: CN(C)N=NC1=C(NC=N1)C(=O)N.